Dataset: Reaction yield outcomes from USPTO patents with 853,638 reactions. Task: Predict the reaction yield, written as a fraction of the theoretical maximum amount of product (1.0 means a 100% yield; for example, 0.34 means a 34% yield). (1) The reactants are [CH2:1]1[O:3][C@@H:2]1[CH2:4][OH:5].C1(P(C2C=CC=CC=2)C2C=CC=CC=2)C=CC=CC=1.[F:25][C:26]1[CH:27]=[CH:28][C:29]([N+:33]([O-:35])=[O:34])=[C:30](O)[CH:31]=1.CCOC(/N=N/C(OCC)=O)=O. The catalyst is C1COCC1. The product is [F:25][C:26]1[CH:31]=[CH:30][C:29]([N+:33]([O-:35])=[O:34])=[C:28]([CH:27]=1)[O:5][CH2:4][C@@H:2]1[CH2:1][O:3]1. The yield is 0.710. (2) The product is [O:1]1[CH2:6][CH2:5][O:4][C:3]2[CH:7]=[C:8]([C:15]3[C:16]([CH3:23])=[C:17]([CH2:21][OH:22])[CH:18]=[CH:19][CH:20]=3)[CH:9]=[CH:10][C:2]1=2. The reactants are [O:1]1[CH2:6][CH2:5][O:4][C:3]2[CH:7]=[C:8](B(O)O)[CH:9]=[CH:10][C:2]1=2.Br[C:15]1[C:16]([CH3:23])=[C:17]([CH2:21][OH:22])[CH:18]=[CH:19][CH:20]=1.P([O-])([O-])([O-])=O. The catalyst is CC(C1C=C(C(C)C)C(C2C(P(C3CCCCC3)C3CCCCC3)=CC=CC=2)=C(C(C)C)C=1)C.C1C=[C-]C(CCN)=CC=1.Cl[Pd+].CC(C1C=C(C(C)C)C(C2C=CC=C(P(C3CCCCC3)C3CCCCC3)C=2)=C(C(C)C)C=1)C.C1C=[C-]C(C2C(N)=CC=CC=2)=CC=1.Cl[Pd+].O1CCCC1. The yield is 0.950. (3) The reactants are C[O:2][C:3]([C:5]1[CH:6]=[C:7]2[C:12](=[CH:13][CH:14]=1)[N:11]=[CH:10][C:9]([NH:15][S:16]([C:19]1[CH:24]=[C:23]([Br:25])[CH:22]=[CH:21][C:20]=1[O:26][CH3:27])(=[O:18])=[O:17])=[CH:8]2)=O.[CH3:28][NH2:29].CO. No catalyst specified. The product is [CH3:28][NH:29][C:3]([C:5]1[CH:6]=[C:7]2[C:12](=[CH:13][CH:14]=1)[N:11]=[CH:10][C:9]([NH:15][S:16]([C:19]1[CH:24]=[C:23]([Br:25])[CH:22]=[CH:21][C:20]=1[O:26][CH3:27])(=[O:17])=[O:18])=[CH:8]2)=[O:2]. The yield is 0.290. (4) The product is [Br:1][C:2]1[CH:3]=[C:4]2[C:10]([C:25]3[CH:26]=[CH:27][CH:28]=[CH:29][C:24]=3[O:23][CH3:22])=[CH:9][N:8]([Si:12]([CH:19]([CH3:21])[CH3:20])([CH:16]([CH3:18])[CH3:17])[CH:13]([CH3:15])[CH3:14])[C:5]2=[N:6][CH:7]=1. The catalyst is C(#N)C.C1(C)C=CC=CC=1.C(=O)(O)[O-].[Na+]. The yield is 0.730. The reactants are [Br:1][C:2]1[CH:3]=[C:4]2[C:10](I)=[CH:9][N:8]([Si:12]([CH:19]([CH3:21])[CH3:20])([CH:16]([CH3:18])[CH3:17])[CH:13]([CH3:15])[CH3:14])[C:5]2=[N:6][CH:7]=1.[CH3:22][O:23][C:24]1[CH:29]=[CH:28][CH:27]=[CH:26][C:25]=1B(O)O.ClCCl.O. (5) The reactants are CN([CH:4]=[C:5]1[C:13](=O)[C:12]2[N:11]([CH3:15])[N:10]=[C:9]([C:16]([O:18][CH2:19][CH3:20])=[O:17])[C:8]=2[C:7]([CH3:22])([CH3:21])[CH2:6]1)C.[Cl:23][C:24]1[CH:25]=[C:26]([NH:37][C:38]([NH2:40])=[NH:39])[CH:27]=[CH:28][C:29]=1[N:30]1[CH2:35][CH2:34][N:33]([CH3:36])[CH2:32][CH2:31]1. The catalyst is CN(C)C=O.O. The product is [Cl:23][C:24]1[CH:25]=[C:26]([NH:37][C:38]2[N:40]=[CH:4][C:5]3[CH2:6][C:7]([CH3:21])([CH3:22])[C:8]4[C:9]([C:16]([O:18][CH2:19][CH3:20])=[O:17])=[N:10][N:11]([CH3:15])[C:12]=4[C:13]=3[N:39]=2)[CH:27]=[CH:28][C:29]=1[N:30]1[CH2:35][CH2:34][N:33]([CH3:36])[CH2:32][CH2:31]1. The yield is 0.850. (6) The catalyst is O1CCOCC1.C1C=CC(P(C2C=CC=CC=2)[C-]2C=CC=C2)=CC=1.C1C=CC(P(C2C=CC=CC=2)[C-]2C=CC=C2)=CC=1.Cl[Pd]Cl.[Fe+2]. The yield is 0.500. The product is [F:23][C:20]1[CH:19]=[CH:18][C:17]([N:6]2[C:5]([C:24]([NH:26][CH3:27])=[O:25])=[C:4]3[C:8]([CH:9]=[C:10]([N:11]([CH3:16])[S:12]([CH3:15])(=[O:14])=[O:13])[C:2]([B:33]4[O:37][C:36]([CH3:39])([CH3:38])[C:35]([CH3:41])([CH3:40])[O:34]4)=[CH:3]3)=[N:7]2)=[CH:22][CH:21]=1. The reactants are Br[C:2]1[C:10]([N:11]([CH3:16])[S:12]([CH3:15])(=[O:14])=[O:13])=[CH:9][C:8]2[C:4](=[C:5]([C:24]([NH:26][CH3:27])=[O:25])[N:6]([C:17]3[CH:22]=[CH:21][C:20]([F:23])=[CH:19][CH:18]=3)[N:7]=2)[CH:3]=1.CC([O-])=O.[K+].[B:33]1([B:33]2[O:37][C:36]([CH3:39])([CH3:38])[C:35]([CH3:41])([CH3:40])[O:34]2)[O:37][C:36]([CH3:39])([CH3:38])[C:35]([CH3:41])([CH3:40])[O:34]1. (7) The reactants are S[C:2]1[S:3][C:4]2[CH:10]=[C:9]([C:11]([F:14])([F:13])[F:12])[CH:8]=[CH:7][C:5]=2[N:6]=1.S(Cl)([Cl:18])(=O)=O. No catalyst specified. The product is [Cl:18][C:2]1[S:3][C:4]2[CH:10]=[C:9]([C:11]([F:14])([F:13])[F:12])[CH:8]=[CH:7][C:5]=2[N:6]=1. The yield is 0.910.